The task is: Predict which catalyst facilitates the given reaction.. This data is from Catalyst prediction with 721,799 reactions and 888 catalyst types from USPTO. (1) Reactant: C([O:3][C:4](=[O:32])[C:5]([CH3:31])([CH3:30])[CH2:6][CH2:7][CH2:8][CH2:9][CH2:10][CH2:11][CH2:12][C:13](=[O:29])[CH2:14][CH2:15][CH2:16][CH2:17][CH2:18][CH2:19][CH2:20][C:21]([CH3:28])([CH3:27])[C:22]([O:24]CC)=[O:23])C.[OH-].[K+]. Product: [CH3:30][C:5]([CH3:31])([CH2:6][CH2:7][CH2:8][CH2:9][CH2:10][CH2:11][CH2:12][C:13](=[O:29])[CH2:14][CH2:15][CH2:16][CH2:17][CH2:18][CH2:19][CH2:20][C:21]([CH3:28])([CH3:27])[C:22]([OH:24])=[O:23])[C:4]([OH:32])=[O:3]. The catalyst class is: 88. (2) Product: [F:12][C:11]([F:14])([F:13])[C:10]([NH:1][C:2]1[S:3][CH:4]=[CH:5][N:6]=1)=[O:9]. The catalyst class is: 7. Reactant: [NH2:1][C:2]1[S:3][CH:4]=[CH:5][N:6]=1.C([O:9][C:10](=O)[C:11]([F:14])([F:13])[F:12])C.Cl. (3) Reactant: [CH:1]1([S:6][CH:7]([C:11]2[CH:16]=[CH:15][CH:14]=[CH:13][CH:12]=2)[C:8]([OH:10])=O)[CH2:5][CH2:4][CH2:3][CH2:2]1.[NH2:17][C:18]1[CH:23]=[CH:22][CH:21]=[CH:20][N:19]=1. Product: [CH:1]1([S:6][CH:7]([C:11]2[CH:16]=[CH:15][CH:14]=[CH:13][CH:12]=2)[C:8]([NH:17][C:18]2[CH:23]=[CH:22][CH:21]=[CH:20][N:19]=2)=[O:10])[CH2:2][CH2:3][CH2:4][CH2:5]1. The catalyst class is: 1. (4) Reactant: [Si:1]([O:8][C@@H:9]1[C@@:26]2([CH3:27])[C:13](=[CH:14][CH:15]=[C:16]3[C@@H:25]2[CH2:24][CH2:23][C@@:21]2([CH3:22])[C@H:17]3[CH2:18][CH2:19][C@@H:20]2[CH2:28][OH:29])[CH2:12][C@@H:11]([O:30][Si:31]([C:34]([CH3:37])([CH3:36])[CH3:35])([CH3:33])[CH3:32])[CH2:10]1)([C:4]([CH3:7])([CH3:6])[CH3:5])([CH3:3])[CH3:2].C(N(CC)CC)C.[CH3:45][S:46](Cl)(=[O:48])=[O:47]. Product: [Si:1]([O:8][C@@H:9]1[C@@:26]2([CH3:27])[C:13](=[CH:14][CH:15]=[C:16]3[C@@H:25]2[CH2:24][CH2:23][C@@:21]2([CH3:22])[C@H:17]3[CH2:18][CH2:19][C@@H:20]2[CH2:28][O:29][S:46]([CH3:45])(=[O:48])=[O:47])[CH2:12][C@@H:11]([O:30][Si:31]([C:34]([CH3:37])([CH3:36])[CH3:35])([CH3:32])[CH3:33])[CH2:10]1)([C:4]([CH3:7])([CH3:6])[CH3:5])([CH3:3])[CH3:2]. The catalyst class is: 188. (5) Reactant: [F:1][C:2]([F:18])([F:17])[C:3]1[CH:8]=[CH:7][C:6]([C:9]2[CH:10]=[C:11]([CH:14]=[CH:15][CH:16]=2)[CH2:12]Cl)=[CH:5][CH:4]=1.[OH:19][C:20]1[CH:25]=[CH:24][C:23]([CH:26]([C:32]2[S:33][CH:34]=[CH:35][N:36]=2)[CH2:27][C:28]([O:30]C)=[O:29])=[CH:22][CH:21]=1.C([O-])([O-])=O.[Cs+].[Cs+]. Product: [F:1][C:2]([F:18])([F:17])[C:3]1[CH:8]=[CH:7][C:6]([C:9]2[CH:16]=[CH:15][CH:14]=[C:11]([CH2:12][O:19][C:20]3[CH:25]=[CH:24][C:23]([CH:26]([C:32]4[S:33][CH:34]=[CH:35][N:36]=4)[CH2:27][C:28]([OH:30])=[O:29])=[CH:22][CH:21]=3)[CH:10]=2)=[CH:5][CH:4]=1. The catalyst class is: 21. (6) The catalyst class is: 4. Reactant: [CH:1]([O:8][CH2:9][CH3:10])([O:5][CH2:6][CH3:7])OCC.B(F)(F)F.CCOCC.[O:20]=[C:21]1[C:42]2[C:37](=[CH:38][CH:39]=[CH:40][CH:41]=2)[O:36][C:23]2([CH2:28][CH2:27][N:26]([C:29]([O:31][C:32]([CH3:35])([CH3:34])[CH3:33])=[O:30])[CH2:25][CH2:24]2)[CH2:22]1.C(N(C(C)C)C(C)C)C.C(=O)(O)[O-].[Na+]. Product: [CH2:9]([O:8][CH:1]([O:5][CH2:6][CH3:7])[CH:22]1[C:23]2([CH2:24][CH2:25][N:26]([C:29]([O:31][C:32]([CH3:34])([CH3:33])[CH3:35])=[O:30])[CH2:27][CH2:28]2)[O:36][C:37]2[C:42](=[CH:41][CH:40]=[CH:39][CH:38]=2)[C:21]1=[O:20])[CH3:10]. (7) Reactant: [CH3:1][S:2]([O:5][C:6]1[CH:11]=[CH:10][C:9]([C:12]2([C:20]3[CH:21]=[N:22][CH:23]=[C:24](Br)[CH:25]=3)[C:16](=[O:17])[N:15]([CH3:18])[C:14]([NH2:19])=[N:13]2)=[CH:8][CH:7]=1)(=[O:4])=[O:3].[F:27][C:28]1[CH:33]=[CH:32][C:31]([O:34][CH3:35])=[CH:30][C:29]=1B(O)O.C(=O)([O-])[O-].[K+].[K+]. Product: [CH3:1][S:2]([O:5][C:6]1[CH:11]=[CH:10][C:9]([C:12]2([C:20]3[CH:21]=[N:22][CH:23]=[C:24]([C:29]4[CH:30]=[C:31]([O:34][CH3:35])[CH:32]=[CH:33][C:28]=4[F:27])[CH:25]=3)[C:16](=[O:17])[N:15]([CH3:18])[C:14]([NH2:19])=[N:13]2)=[CH:8][CH:7]=1)(=[O:4])=[O:3]. The catalyst class is: 7.